Task: Predict the reaction yield, written as a fraction of the theoretical maximum amount of product (1.0 means a 100% yield; for example, 0.34 means a 34% yield).. Dataset: Reaction yield outcomes from USPTO patents with 853,638 reactions (1) The reactants are [C:1]([O:5][C:6]([N:8]1[CH2:13][CH2:12][CH:11]([O:14][C:15]2[C:20]([CH3:21])=[CH:19][C:18]([N+:22]([O-])=O)=[CH:17][C:16]=2[C:25](=[O:27])[NH2:26])[CH2:10][CH2:9]1)=[O:7])([CH3:4])([CH3:3])[CH3:2]. The catalyst is [Pd].CO. The product is [C:1]([O:5][C:6]([N:8]1[CH2:9][CH2:10][CH:11]([O:14][C:15]2[C:20]([CH3:21])=[CH:19][C:18]([NH2:22])=[CH:17][C:16]=2[C:25](=[O:27])[NH2:26])[CH2:12][CH2:13]1)=[O:7])([CH3:4])([CH3:2])[CH3:3]. The yield is 0.970. (2) The product is [Br:17][CH2:18][CH2:19][CH2:20][C:21]([CH3:28])([CH3:27])[CH2:22][OH:23]. The yield is 1.00. The reactants are BrCCCCC(C)(C1C=CC(C)=CC=1)CO.[Br:17][CH2:18][CH2:19][CH2:20][C:21]([CH3:28])([CH3:27])[C:22](OCC)=[O:23].[Li+].[BH4-].CO. The catalyst is C(Cl)Cl. (3) The yield is 0.770. The product is [Br:1][C:2]1[CH:3]=[C:4]([CH:7]=[C:8]([O:14][CH2:13][C:12]([F:16])([F:15])[F:11])[CH:9]=1)[C:5]#[N:6]. The reactants are [Br:1][C:2]1[CH:3]=[C:4]([CH:7]=[C:8](F)[CH:9]=1)[C:5]#[N:6].[F:11][C:12]([F:16])([F:15])[CH2:13][OH:14].C[Si]([N-][Si](C)(C)C)(C)C.[Na+]. No catalyst specified. (4) The reactants are [CH3:1][C:2]1([CH3:26])[C:11]2[C:6](=[C:7]([CH3:23])[CH:8]=[C:9]([C:13]([C:15]3[C:16]([CH3:22])=[N:17][N:18]([CH3:21])[C:19]=3[OH:20])=[O:14])[C:10]=2[CH3:12])[S:5](=[O:25])(=[O:24])[CH2:4][CH2:3]1.N1C=CC=CC=1.Cl.[C:34](Cl)(=[O:41])[C:35]1[CH:40]=[CH:39][N:38]=[CH:37][CH:36]=1. The catalyst is ClCCCl.[Cl-].C([N+](CC)(CC)CC)C1C=CC=CC=1. The product is [CH3:1][C:2]1([CH3:26])[C:11]2[C:6](=[C:7]([CH3:23])[CH:8]=[C:9]([C:13]([C:15]3[C:16]([CH3:22])=[N:17][N:18]([CH3:21])[C:19]=3[O:20][C:34]([C:35]3[CH:40]=[CH:39][N:38]=[CH:37][CH:36]=3)=[O:41])=[O:14])[C:10]=2[CH3:12])[S:5](=[O:25])(=[O:24])[CH2:4][CH2:3]1. The yield is 0.800. (5) The reactants are [Cl:1][C:2]1[CH:10]=[C:6]([C:7]([OH:9])=O)[C:5]([OH:11])=[CH:4][CH:3]=1.[F:12][C:13]1[C:19]([C:20]([F:23])([F:22])[F:21])=[CH:18][CH:17]=[CH:16][C:14]=1[NH2:15]. No catalyst specified. The product is [Cl:1][C:2]1[CH:3]=[CH:4][C:5]([OH:11])=[C:6]([CH:10]=1)[C:7]([NH:15][C:14]1[CH:16]=[CH:17][CH:18]=[C:19]([C:20]([F:21])([F:22])[F:23])[C:13]=1[F:12])=[O:9]. The yield is 0.717.